From a dataset of Full USPTO retrosynthesis dataset with 1.9M reactions from patents (1976-2016). Predict the reactants needed to synthesize the given product. (1) Given the product [OH:27][CH2:26][CH2:25][NH:24][C:9]([C:8]1[C:3]([O:2][CH3:1])=[CH:4][CH:5]=[CH:6][C:7]=1[NH:12][C:11]([C:13]1[C:22]2[C:17](=[CH:18][CH:19]=[CH:20][CH:21]=2)[CH:16]=[CH:15][CH:14]=1)=[O:10])=[O:23], predict the reactants needed to synthesize it. The reactants are: [CH3:1][O:2][C:3]1[C:8]2[C:9](=[O:23])[O:10][C:11]([C:13]3[C:22]4[C:17](=[CH:18][CH:19]=[CH:20][CH:21]=4)[CH:16]=[CH:15][CH:14]=3)=[N:12][C:7]=2[CH:6]=[CH:5][CH:4]=1.[NH2:24][CH2:25][CH2:26][OH:27]. (2) The reactants are: Cl[C:2]1[N:7]=[C:6]([C:8]2[C:9]([Cl:14])=[N:10][CH:11]=[CH:12][CH:13]=2)[CH:5]=[CH:4][N:3]=1.C(=O)([O-])[O-].[K+].[K+].CS(C)=O.[O:25]1[CH2:30][CH2:29][N:28]([CH2:31][CH2:32][CH2:33][NH2:34])[CH2:27][CH2:26]1. Given the product [Cl:14][C:9]1[C:8]([C:6]2[CH:5]=[CH:4][N:3]=[C:2]([NH:34][CH2:33][CH2:32][CH2:31][N:28]3[CH2:29][CH2:30][O:25][CH2:26][CH2:27]3)[N:7]=2)=[CH:13][CH:12]=[CH:11][N:10]=1, predict the reactants needed to synthesize it. (3) Given the product [CH3:11][O:9][C:8]1[C:3]([CH2:2][OH:1])=[N:4][C:5]([CH3:10])=[CH:6][CH:7]=1, predict the reactants needed to synthesize it. The reactants are: [OH:1][CH2:2][C:3]1[C:8]([OH:9])=[CH:7][CH:6]=[C:5]([CH3:10])[N:4]=1.[CH3:11]OS(OC)(=O)=O.C([O-])([O-])=O.[Cs+].[Cs+]. (4) Given the product [NH2:1][C:2]1[N+:7]([O-:40])=[C:6]([CH2:8][C:9]([N:11]2[C:19]3[C:14](=[CH:15][C:16]([NH:20][C:21]([C:23]4[C:24]([C:29]5[CH:30]=[CH:31][C:32]([C:35]([F:37])([F:38])[F:36])=[CH:33][CH:34]=5)=[CH:25][CH:26]=[CH:27][CH:28]=4)=[O:22])=[CH:17][CH:18]=3)[CH2:13][CH2:12]2)=[O:10])[CH:5]=[CH:4][CH:3]=1, predict the reactants needed to synthesize it. The reactants are: [NH2:1][C:2]1[N:7]=[C:6]([CH2:8][C:9]([N:11]2[C:19]3[C:14](=[CH:15][C:16]([NH:20][C:21]([C:23]4[C:24]([C:29]5[CH:34]=[CH:33][C:32]([C:35]([F:38])([F:37])[F:36])=[CH:31][CH:30]=5)=[CH:25][CH:26]=[CH:27][CH:28]=4)=[O:22])=[CH:17][CH:18]=3)[CH2:13][CH2:12]2)=[O:10])[CH:5]=[CH:4][CH:3]=1.C(=O)([O-])[OH:40].[Na+].OOS([O-])=O.[K+]. (5) Given the product [NH:24]1[C:32]2[C:27](=[C:23]([C:12]3[N:13]=[C:14]([N:17]4[CH2:22][CH2:21][O:20][CH2:19][CH2:18]4)[C:15]4[S:16][C:8]([C:6]([NH:5][CH2:4][CH2:3][O:2][CH3:1])=[O:7])=[CH:9][C:10]=4[N:11]=3)[CH:29]=[CH:30][CH:31]=2)[CH:26]=[CH:25]1, predict the reactants needed to synthesize it. The reactants are: [CH3:1][O:2][CH2:3][CH2:4][NH:5][C:6]([C:8]1[S:16][C:15]2[C:14]([N:17]3[CH2:22][CH2:21][O:20][CH2:19][CH2:18]3)=[N:13][C:12]([CH3:23])=[N:11][C:10]=2[CH:9]=1)=[O:7].[NH:24]1[C:32]2[C:27](=C[CH:29]=[CH:30][CH:31]=2)[CH:26]=[C:25]1B(O)O. (6) Given the product [CH:1]1([C:4]2[C:5]([N:24]([C:29]3[CH:34]=[CH:33][C:32]([B:35]([OH:36])[OH:39])=[C:31]([CH2:44][O:45][CH2:46][O:47][CH3:48])[CH:30]=3)[S:25]([CH3:28])(=[O:27])=[O:26])=[CH:6][C:7]3[O:11][C:10]([C:12]4[CH:13]=[CH:14][C:15]([F:18])=[CH:16][CH:17]=4)=[C:9]([C:19](=[O:20])[NH:21][CH3:22])[C:8]=3[CH:23]=2)[CH2:3][CH2:2]1, predict the reactants needed to synthesize it. The reactants are: [CH:1]1([C:4]2[C:5]([N:24]([C:29]3[CH:34]=[CH:33][C:32]([B:35]4[O:39]C(C)(C)C(C)(C)[O:36]4)=[C:31]([CH2:44][O:45][CH2:46][O:47][CH3:48])[CH:30]=3)[S:25]([CH3:28])(=[O:27])=[O:26])=[CH:6][C:7]3[O:11][C:10]([C:12]4[CH:17]=[CH:16][C:15]([F:18])=[CH:14][CH:13]=4)=[C:9]([C:19]([NH:21][CH3:22])=[O:20])[C:8]=3[CH:23]=2)[CH2:3][CH2:2]1.Cl.I([O-])(=O)(=O)=O.[Na+].